From a dataset of Reaction yield outcomes from USPTO patents with 853,638 reactions. Predict the reaction yield, written as a fraction of the theoretical maximum amount of product (1.0 means a 100% yield; for example, 0.34 means a 34% yield). (1) The reactants are [CH3:1][O:2][C:3]1[CH:4]=[C:5]2[C:10](=[CH:11][C:12]=1[O:13][CH3:14])[N:9]=[CH:8][N:7]=[C:6]2[O:15][C:16]1[CH:22]=[CH:21][C:19]([NH2:20])=[CH:18][CH:17]=1.C1(C)C=CC=CC=1.C(N(CC)CC)C.Cl[C:38](Cl)([O:40][C:41](=[O:47])OC(Cl)(Cl)Cl)Cl.[CH3:49][C:50]1[CH:55]=[CH:54][C:53]([CH3:56])=[CH:52][C:51]=1[S:57][CH:58](C)[CH2:59]O. The catalyst is C(Cl)Cl. The product is [CH3:1][O:2][C:3]1[CH:4]=[C:5]2[C:10](=[CH:11][C:12]=1[O:13][CH3:14])[N:9]=[CH:8][N:7]=[C:6]2[O:15][C:16]1[CH:22]=[CH:21][C:19]([NH:20][C:41](=[O:47])[O:40][CH2:38][CH2:59][CH2:58][S:57][C:51]2[CH:52]=[C:53]([CH3:56])[CH:54]=[CH:55][C:50]=2[CH3:49])=[CH:18][CH:17]=1. The yield is 0.230. (2) The reactants are [ClH:1].NC(=O)[C@@H]([NH:11][C:12](=[O:32])[CH2:13][C:14]([NH:16][C:17]1[CH:22]=[CH:21][C:20]([O:23][C:24]2[CH:29]=[CH:28][N:27]=[C:26]([NH2:30])[CH:25]=2)=[C:19]([F:31])[CH:18]=1)=[O:15])C1C=CC=CC=1.[CH:34]1(N)[CH2:39][CH2:38][CH2:37][CH2:36][CH2:35]1. No catalyst specified. The product is [ClH:1].[NH2:30][C:26]1[CH:25]=[C:24]([O:23][C:20]2[CH:21]=[CH:22][C:17]([NH:16][C:14](=[O:15])[CH2:13][C:12]([NH:11][CH:34]3[CH2:39][CH2:38][CH2:37][CH2:36][CH2:35]3)=[O:32])=[CH:18][C:19]=2[F:31])[CH:29]=[CH:28][N:27]=1. The yield is 0.520. (3) The reactants are [F:1][C:2]([F:28])([O:7][C:8]1[CH:13]=[CH:12][C:11]([C:14]2[O:18][C:17]([C:19]3[CH:27]=[CH:26][C:22]([C:23](O)=[O:24])=[CH:21][CH:20]=3)=[N:16][N:15]=2)=[CH:10][CH:9]=1)[C:3]([F:6])([F:5])[F:4].C(N(CC)CC)C.P([N:52]=[N+:53]=[N-:54])(=O)(OC1C=CC=CC=1)OC1C=CC=CC=1. The catalyst is C(O)(C)C. The product is [F:28][C:2]([F:1])([O:7][C:8]1[CH:9]=[CH:10][C:11]([C:14]2[O:18][C:17]([C:19]3[CH:27]=[CH:26][C:22]([C:23]([N:52]=[N+:53]=[N-:54])=[O:24])=[CH:21][CH:20]=3)=[N:16][N:15]=2)=[CH:12][CH:13]=1)[C:3]([F:5])([F:4])[F:6]. The yield is 0.630. (4) The reactants are [Cl:1][C:2]1[CH:3]=[C:4]([NH:9][C:10]2[N:15]=[CH:14][N:13]=[C:12]([NH:16][C:17]3[CH:18]=[C:19]([NH2:23])[CH:20]=[CH:21][CH:22]=3)[CH:11]=2)[CH:5]=[CH:6][C:7]=1[F:8].C(N(CC)CC)C.Cl[CH2:32][CH2:33][S:34](Cl)(=[O:36])=[O:35]. The catalyst is C1COCC1. The product is [Cl:1][C:2]1[CH:3]=[C:4]([NH:9][C:10]2[N:15]=[CH:14][N:13]=[C:12]([NH:16][C:17]3[CH:18]=[C:19]([NH:23][S:34]([CH:33]=[CH2:32])(=[O:36])=[O:35])[CH:20]=[CH:21][CH:22]=3)[CH:11]=2)[CH:5]=[CH:6][C:7]=1[F:8]. The yield is 0.0900. (5) The product is [Cl:1][C:2]1[CH:3]=[C:4]([CH2:21][C:22]([OH:24])=[O:23])[CH:5]=[CH:6][C:7]=1[NH:8][C:9]([C:11]1[C:20]2[C:15](=[CH:16][CH:17]=[CH:18][CH:19]=2)[CH:14]=[CH:13][N:12]=1)=[O:10]. The catalyst is C1COCC1. The reactants are [Cl:1][C:2]1[CH:3]=[C:4]([CH2:21][C:22]([O:24]C)=[O:23])[CH:5]=[CH:6][C:7]=1[NH:8][C:9]([C:11]1[C:20]2[C:15](=[CH:16][CH:17]=[CH:18][CH:19]=2)[CH:14]=[CH:13][N:12]=1)=[O:10].[OH-].[Na+].Cl. The yield is 0.980. (6) The reactants are [F:1][C:2]1[CH:20]=[C:19]([N+:21]([O-:23])=[O:22])[CH:18]=[CH:17][C:3]=1[O:4][C:5]1[CH:10]=[CH:9][N:8]=[C:7]2[CH:11]=[C:12]([C:14](Cl)=[O:15])[S:13][C:6]=12.[NH2:24][CH:25]1[CH2:29][CH2:28][N:27]([C:30]([O:32][C:33]([CH3:36])([CH3:35])[CH3:34])=[O:31])[CH2:26]1. The yield is 0.200. The catalyst is C(Cl)Cl. The product is [F:1][C:2]1[CH:20]=[C:19]([N+:21]([O-:23])=[O:22])[CH:18]=[CH:17][C:3]=1[O:4][C:5]1[CH:10]=[CH:9][N:8]=[C:7]2[CH:11]=[C:12]([C:14]([NH:24][CH:25]3[CH2:29][CH2:28][N:27]([C:30]([O:32][C:33]([CH3:36])([CH3:35])[CH3:34])=[O:31])[CH2:26]3)=[O:15])[S:13][C:6]=12. (7) The catalyst is CC#N.O. The product is [F:32][CH:31]([F:33])[O:28][C:2]1[CH:27]=[N:26][C:5]2[N:6]=[C:7]([N:13]3[CH2:14][CH:15]([NH:17][CH3:25])[CH2:16]3)[C:8]3[N:9]([CH:10]=[N:11][N:12]=3)[C:4]=2[CH:3]=1. The yield is 0.170. The reactants are O[C:2]1[CH:27]=[N:26][C:5]2[N:6]=[C:7]([N:13]3[CH2:16][CH:15]([N:17]([CH3:25])C(=O)OC(C)(C)C)[CH2:14]3)[C:8]3[N:9]([CH:10]=[N:11][N:12]=3)[C:4]=2[CH:3]=1.[OH-:28].[K+].Br[C:31](P(=O)(OCC)OCC)([F:33])[F:32].